This data is from Peptide-MHC class II binding affinity with 134,281 pairs from IEDB. The task is: Regression. Given a peptide amino acid sequence and an MHC pseudo amino acid sequence, predict their binding affinity value. This is MHC class II binding data. (1) The peptide sequence is ISTNIRQAGVQYSR. The MHC is DRB1_0401 with pseudo-sequence DRB1_0401. The binding affinity (normalized) is 0.904. (2) The peptide sequence is TPFNMLKRERNRVST. The binding affinity (normalized) is 0.741. The MHC is DRB1_0802 with pseudo-sequence DRB1_0802. (3) The peptide sequence is AQPVKIDNASPASTV. The MHC is DRB1_0101 with pseudo-sequence DRB1_0101. The binding affinity (normalized) is 0.527. (4) The peptide sequence is QNRMKLADCAVGFGS. The MHC is DRB1_0101 with pseudo-sequence DRB1_0101. The binding affinity (normalized) is 0.201. (5) The peptide sequence is LRIAAKIYSEADEAW. The MHC is HLA-DPA10201-DPB10101 with pseudo-sequence HLA-DPA10201-DPB10101. The binding affinity (normalized) is 0.314. (6) The peptide sequence is ATTEEQKLIEDVNAS. The MHC is HLA-DPA10201-DPB10501 with pseudo-sequence HLA-DPA10201-DPB10501. The binding affinity (normalized) is 0. (7) The peptide sequence is LAVGGVLLFLSVNVHA. The MHC is DRB1_1501 with pseudo-sequence DRB1_1501. The binding affinity (normalized) is 0.479. (8) The peptide sequence is SQDLELFWNLNGLQAY. The MHC is HLA-DQA10301-DQB10302 with pseudo-sequence HLA-DQA10301-DQB10302. The binding affinity (normalized) is 0.429. (9) The peptide sequence is ISFCNANPGLMKDVA. The MHC is DRB1_0401 with pseudo-sequence DRB1_0401. The binding affinity (normalized) is 0.604. (10) The peptide sequence is KNWMTETLLVQNANPDCKTI. The MHC is HLA-DQA10201-DQB10202 with pseudo-sequence HLA-DQA10201-DQB10202. The binding affinity (normalized) is 0.397.